From a dataset of Cav3 T-type calcium channel HTS with 100,875 compounds. Binary Classification. Given a drug SMILES string, predict its activity (active/inactive) in a high-throughput screening assay against a specified biological target. (1) The drug is S=C(N1CCOCC1)Nc1c(cc(cc1)C)C. The result is 0 (inactive). (2) The compound is S(=O)(=O)(N(C1CCCCC1)C)c1cc2c(oc(c2C)C(=O)NCCCOC)cc1. The result is 0 (inactive). (3) The molecule is S=c1[nH]c(cc(c1C#N)C)COC. The result is 0 (inactive).